This data is from Forward reaction prediction with 1.9M reactions from USPTO patents (1976-2016). The task is: Predict the product of the given reaction. (1) Given the reactants C(OC([NH:8][CH2:9][C:10]([NH:12][C@H:13]([CH3:37])[C:14]([NH:16][C:17]1[CH:22]=[CH:21][CH:20]=[CH:19][C:18]=1/[CH:23]=[CH:24]/[CH2:25][CH2:26][C@H:27]([CH3:36])[C:28](OCC(Cl)(Cl)Cl)=[O:29])=[O:15])=[O:11])=O)(C)(C)C.FC(F)(F)C(O)=O, predict the reaction product. The product is: [CH3:37][C@@H:13]1[C:14](=[O:15])[NH:16][C:17]2[CH:22]=[CH:21][CH:20]=[CH:19][C:18]=2[CH:23]=[CH:24][CH2:25][CH2:26][C@H:27]([CH3:36])[C:28](=[O:29])[NH:8][CH2:9][C:10](=[O:11])[NH:12]1. (2) Given the reactants C([N:8]1[CH2:13][CH2:12][CH:11](/[CH:14]=[CH:15]/[C:16]2[C:21]([CH3:22])=[CH:20][CH:19]=[CH:18][C:17]=2[CH3:23])[CH:10]([CH3:24])[CH2:9]1)C1C=CC=CC=1.[Cl:25]C(OC(Cl)C)=O.CO, predict the reaction product. The product is: [ClH:25].[CH3:23][C:17]1[CH:18]=[CH:19][CH:20]=[C:21]([CH3:22])[C:16]=1/[CH:15]=[CH:14]/[CH:11]1[CH2:12][CH2:13][NH:8][CH2:9][CH:10]1[CH3:24].